Predict the reactants needed to synthesize the given product. From a dataset of Full USPTO retrosynthesis dataset with 1.9M reactions from patents (1976-2016). Given the product [Cl:15][C:6]1[CH:7]=[C:8]([CH:9]=[CH:10][C:5]=1[C:3]([O:2][CH3:1])=[O:4])[C:11]([OH:13])=[O:12], predict the reactants needed to synthesize it. The reactants are: [CH3:1][O:2][C:3]([C:5]1[CH:10]=[CH:9][C:8]([C:11]([O:13]C)=[O:12])=[CH:7][C:6]=1[Cl:15])=[O:4].CO.O.[OH-].[Li+].Cl.